Dataset: Forward reaction prediction with 1.9M reactions from USPTO patents (1976-2016). Task: Predict the product of the given reaction. (1) The product is: [Cl:1][C:2]1[C:3]([CH2:13][NH:18][CH:15]2[CH2:17][CH2:16]2)=[CH:4][C:5]([CH2:8][CH2:9][CH2:10][O:11][CH3:12])=[N:6][CH:7]=1.[Cl:1][C:2]1[C:3]([CH:13]=[N:18][CH:15]2[CH2:17][CH2:16]2)=[CH:4][C:5]([CH2:8][CH2:9][CH2:10][O:11][CH3:12])=[N:6][CH:7]=1. Given the reactants [Cl:1][C:2]1[C:3]([CH:13]=O)=[CH:4][C:5]([CH2:8][CH2:9][CH2:10][O:11][CH3:12])=[N:6][CH:7]=1.[CH:15]1([NH2:18])[CH2:17][CH2:16]1.[BH4-].[Na+], predict the reaction product. (2) Given the reactants Br[CH2:2][CH2:3][CH2:4][CH2:5][CH2:6][CH3:7].[N:8]1[C:16]2[CH2:15][CH2:14][NH:13][CH2:12][C:11]=2[S:10][C:9]=1[NH:17][C:18]([NH2:20])=[NH:19].C(=O)([O-])[O-].[Cs+].[Cs+].[OH-].[Na+], predict the reaction product. The product is: [CH2:2]([N:13]1[CH2:14][CH2:15][C:16]2[N:8]=[C:9]([NH:17][C:18]([NH2:20])=[NH:19])[S:10][C:11]=2[CH2:12]1)[CH2:3][CH2:4][CH2:5][CH2:6][CH3:7]. (3) Given the reactants [N:1]1([C:8]2[C:9]3[S:25][CH:24]=[CH:23][C:10]=3[N:11]=[C:12]([C:14]3[CH:19]=[C:18]([F:20])[C:17]([Cl:21])=[CH:16][C:15]=3[F:22])[N:13]=2)[CH2:7][CH2:6][CH2:5][CH2:4][CH2:3][CH2:2]1.[C:26](=[O:28])=[O:27].C(O)(=O)CC(CC(O)=O)(C(O)=O)O, predict the reaction product. The product is: [N:1]1([C:8]2[C:9]3[S:25][C:24]([C:26]([OH:28])=[O:27])=[CH:23][C:10]=3[N:11]=[C:12]([C:14]3[CH:19]=[C:18]([F:20])[C:17]([Cl:21])=[CH:16][C:15]=3[F:22])[N:13]=2)[CH2:2][CH2:3][CH2:4][CH2:5][CH2:6][CH2:7]1. (4) Given the reactants [F:1][C:2]1[C:11]([F:12])=[C:10]2[C:5]([N:6]=[CH:7][C:8](=[O:13])[NH:9]2)=[CH:4][CH:3]=1.[H-].[Na+].FC1C=C2C(C=CC(=O)N2CCN2CCC(NCC3C=CC4OCC(=O)NC=4N=3)CC2)=CC=1.COC1C=C2C(C=CC(=O)N2[CH2:61][CH2:62][N:63]2[CH2:68][CH2:67][CH:66]([NH:69][C:70](=[O:76])[O:71][C:72]([CH3:75])([CH3:74])[CH3:73])[CH2:65][CH2:64]2)=CC=1, predict the reaction product. The product is: [F:1][C:2]1[C:11]([F:12])=[C:10]2[C:5]([N:6]=[CH:7][C:8](=[O:13])[N:9]2[CH2:61][CH2:62][N:63]2[CH2:68][CH2:67][CH:66]([NH:69][C:70](=[O:76])[O:71][C:72]([CH3:75])([CH3:74])[CH3:73])[CH2:65][CH2:64]2)=[CH:4][CH:3]=1. (5) Given the reactants [Br:1][C:2]1[CH:6]=[CH:5][O:4][C:3]=1[CH:7]=O.[N:9]1([C:15]([O:17][C:18]([CH3:21])([CH3:20])[CH3:19])=[O:16])[CH2:14][CH2:13][NH:12][CH2:11][CH2:10]1.C(O[BH-](OC(=O)C)OC(=O)C)(=O)C.[Na+], predict the reaction product. The product is: [Br:1][C:2]1[CH:6]=[CH:5][O:4][C:3]=1[CH2:7][N:12]1[CH2:11][CH2:10][N:9]([C:15]([O:17][C:18]([CH3:21])([CH3:20])[CH3:19])=[O:16])[CH2:14][CH2:13]1.